From a dataset of NCI-60 drug combinations with 297,098 pairs across 59 cell lines. Regression. Given two drug SMILES strings and cell line genomic features, predict the synergy score measuring deviation from expected non-interaction effect. (1) Drug 1: C1=CC=C(C=C1)NC(=O)CCCCCCC(=O)NO. Drug 2: CC12CCC3C(C1CCC2OP(=O)(O)O)CCC4=C3C=CC(=C4)OC(=O)N(CCCl)CCCl.[Na+]. Cell line: SF-295. Synergy scores: CSS=6.66, Synergy_ZIP=-2.78, Synergy_Bliss=-2.31, Synergy_Loewe=-7.52, Synergy_HSA=-2.19. (2) Drug 1: CC(C1=C(C=CC(=C1Cl)F)Cl)OC2=C(N=CC(=C2)C3=CN(N=C3)C4CCNCC4)N. Drug 2: COC1=NC(=NC2=C1N=CN2C3C(C(C(O3)CO)O)O)N. Cell line: CCRF-CEM. Synergy scores: CSS=64.9, Synergy_ZIP=-4.41, Synergy_Bliss=-3.78, Synergy_Loewe=-2.60, Synergy_HSA=-1.51. (3) Drug 1: C1=NC(=NC(=O)N1C2C(C(C(O2)CO)O)O)N. Cell line: NCI-H322M. Synergy scores: CSS=10.8, Synergy_ZIP=-5.54, Synergy_Bliss=-3.81, Synergy_Loewe=-4.13, Synergy_HSA=-3.61. Drug 2: CC1=C(C(=CC=C1)Cl)NC(=O)C2=CN=C(S2)NC3=CC(=NC(=N3)C)N4CCN(CC4)CCO. (4) Drug 1: CC1C(C(CC(O1)OC2CC(CC3=C2C(=C4C(=C3O)C(=O)C5=C(C4=O)C(=CC=C5)OC)O)(C(=O)CO)O)N)O.Cl. Drug 2: CC1=C(C(=O)C2=C(C1=O)N3CC4C(C3(C2COC(=O)N)OC)N4)N. Cell line: K-562. Synergy scores: CSS=34.8, Synergy_ZIP=-5.63, Synergy_Bliss=-1.32, Synergy_Loewe=3.72, Synergy_HSA=4.44. (5) Drug 1: CC1C(C(CC(O1)OC2CC(OC(C2O)C)OC3=CC4=CC5=C(C(=O)C(C(C5)C(C(=O)C(C(C)O)O)OC)OC6CC(C(C(O6)C)O)OC7CC(C(C(O7)C)O)OC8CC(C(C(O8)C)O)(C)O)C(=C4C(=C3C)O)O)O)O. Drug 2: CC1=C(C=C(C=C1)C(=O)NC2=CC(=CC(=C2)C(F)(F)F)N3C=C(N=C3)C)NC4=NC=CC(=N4)C5=CN=CC=C5. Cell line: U251. Synergy scores: CSS=65.2, Synergy_ZIP=-1.54, Synergy_Bliss=-1.45, Synergy_Loewe=-1.14, Synergy_HSA=-0.867. (6) Drug 1: C1=NC2=C(N1)C(=S)N=C(N2)N. Drug 2: COCCOC1=C(C=C2C(=C1)C(=NC=N2)NC3=CC=CC(=C3)C#C)OCCOC.Cl. Cell line: NCI-H226. Synergy scores: CSS=12.7, Synergy_ZIP=-3.84, Synergy_Bliss=4.57, Synergy_Loewe=-2.59, Synergy_HSA=4.66. (7) Drug 1: C1CCC(C1)C(CC#N)N2C=C(C=N2)C3=C4C=CNC4=NC=N3. Drug 2: CCC1=CC2CC(C3=C(CN(C2)C1)C4=CC=CC=C4N3)(C5=C(C=C6C(=C5)C78CCN9C7C(C=CC9)(C(C(C8N6C)(C(=O)OC)O)OC(=O)C)CC)OC)C(=O)OC.C(C(C(=O)O)O)(C(=O)O)O. Cell line: SF-539. Synergy scores: CSS=43.9, Synergy_ZIP=-1.29, Synergy_Bliss=-2.48, Synergy_Loewe=-2.42, Synergy_HSA=-0.756.